This data is from Peptide-MHC class II binding affinity with 134,281 pairs from IEDB. The task is: Regression. Given a peptide amino acid sequence and an MHC pseudo amino acid sequence, predict their binding affinity value. This is MHC class II binding data. The peptide sequence is VFCSELPDFACSG. The MHC is DRB1_0401 with pseudo-sequence DRB1_0401. The binding affinity (normalized) is 0.166.